Dataset: NCI-60 drug combinations with 297,098 pairs across 59 cell lines. Task: Regression. Given two drug SMILES strings and cell line genomic features, predict the synergy score measuring deviation from expected non-interaction effect. (1) Drug 1: CC1C(C(=O)NC(C(=O)N2CCCC2C(=O)N(CC(=O)N(C(C(=O)O1)C(C)C)C)C)C(C)C)NC(=O)C3=C4C(=C(C=C3)C)OC5=C(C(=O)C(=C(C5=N4)C(=O)NC6C(OC(=O)C(N(C(=O)CN(C(=O)C7CCCN7C(=O)C(NC6=O)C(C)C)C)C)C(C)C)C)N)C. Drug 2: COC1=C2C(=CC3=C1OC=C3)C=CC(=O)O2. Cell line: A549. Synergy scores: CSS=39.2, Synergy_ZIP=-5.08, Synergy_Bliss=-5.15, Synergy_Loewe=-34.0, Synergy_HSA=-4.68. (2) Drug 1: CC1=C2C(C(=O)C3(C(CC4C(C3C(C(C2(C)C)(CC1OC(=O)C(C(C5=CC=CC=C5)NC(=O)OC(C)(C)C)O)O)OC(=O)C6=CC=CC=C6)(CO4)OC(=O)C)OC)C)OC. Drug 2: C1CN1P(=S)(N2CC2)N3CC3. Cell line: HL-60(TB). Synergy scores: CSS=66.6, Synergy_ZIP=-4.78, Synergy_Bliss=-7.45, Synergy_Loewe=-9.40, Synergy_HSA=-6.26. (3) Drug 1: CCCS(=O)(=O)NC1=C(C(=C(C=C1)F)C(=O)C2=CNC3=C2C=C(C=N3)C4=CC=C(C=C4)Cl)F. Drug 2: CN(CCCl)CCCl.Cl. Cell line: BT-549. Synergy scores: CSS=0.708, Synergy_ZIP=-1.52, Synergy_Bliss=2.77, Synergy_Loewe=-5.94, Synergy_HSA=-0.328. (4) Drug 2: CS(=O)(=O)OCCCCOS(=O)(=O)C. Cell line: HOP-62. Synergy scores: CSS=3.22, Synergy_ZIP=1.48, Synergy_Bliss=0.300, Synergy_Loewe=0.0948, Synergy_HSA=-5.42. Drug 1: CCC1(CC2CC(C3=C(CCN(C2)C1)C4=CC=CC=C4N3)(C5=C(C=C6C(=C5)C78CCN9C7C(C=CC9)(C(C(C8N6C=O)(C(=O)OC)O)OC(=O)C)CC)OC)C(=O)OC)O.OS(=O)(=O)O. (5) Drug 1: CCC1=CC2CC(C3=C(CN(C2)C1)C4=CC=CC=C4N3)(C5=C(C=C6C(=C5)C78CCN9C7C(C=CC9)(C(C(C8N6C)(C(=O)OC)O)OC(=O)C)CC)OC)C(=O)OC.C(C(C(=O)O)O)(C(=O)O)O. Drug 2: CCC(=C(C1=CC=CC=C1)C2=CC=C(C=C2)OCCN(C)C)C3=CC=CC=C3.C(C(=O)O)C(CC(=O)O)(C(=O)O)O. Cell line: RXF 393. Synergy scores: CSS=33.2, Synergy_ZIP=-2.56, Synergy_Bliss=-0.298, Synergy_Loewe=-24.4, Synergy_HSA=-1.64. (6) Drug 1: CC1OCC2C(O1)C(C(C(O2)OC3C4COC(=O)C4C(C5=CC6=C(C=C35)OCO6)C7=CC(=C(C(=C7)OC)O)OC)O)O. Drug 2: C1C(C(OC1N2C=NC(=NC2=O)N)CO)O. Cell line: HOP-92. Synergy scores: CSS=41.0, Synergy_ZIP=-4.39, Synergy_Bliss=1.31, Synergy_Loewe=2.58, Synergy_HSA=4.98. (7) Drug 1: CC12CCC3C(C1CCC2O)C(CC4=C3C=CC(=C4)O)CCCCCCCCCS(=O)CCCC(C(F)(F)F)(F)F. Drug 2: CC1CCCC2(C(O2)CC(NC(=O)CC(C(C(=O)C(C1O)C)(C)C)O)C(=CC3=CSC(=N3)C)C)C. Cell line: ACHN. Synergy scores: CSS=38.0, Synergy_ZIP=3.77, Synergy_Bliss=1.88, Synergy_Loewe=-13.6, Synergy_HSA=1.50.